This data is from Reaction yield outcomes from USPTO patents with 853,638 reactions. The task is: Predict the reaction yield, written as a fraction of the theoretical maximum amount of product (1.0 means a 100% yield; for example, 0.34 means a 34% yield). (1) The reactants are Br[C:2]1[CH:10]=[C:9]2[C:5]([C:6](C(OC(C)(C)C)=O)=[N:7][NH:8]2)=[CH:4][CH:3]=1.[Cl:18][C:19]1[C:24](B2OC(C)(C)C(C)(C)O2)=[CH:23][CH:22]=[CH:21][N:20]=1.C([O-])([O-])=O.[Na+].[Na+]. The catalyst is O1CCOCC1.C(Cl)Cl.C1C=CC([P]([Pd]([P](C2C=CC=CC=2)(C2C=CC=CC=2)C2C=CC=CC=2)([P](C2C=CC=CC=2)(C2C=CC=CC=2)C2C=CC=CC=2)[P](C2C=CC=CC=2)(C2C=CC=CC=2)C2C=CC=CC=2)(C2C=CC=CC=2)C2C=CC=CC=2)=CC=1. The product is [Cl:18][C:19]1[C:24]([C:3]2[CH:4]=[C:5]3[C:9](=[CH:10][CH:2]=2)[NH:8][N:7]=[CH:6]3)=[CH:23][CH:22]=[CH:21][N:20]=1. The yield is 0.740. (2) The reactants are [CH3:1][Si:2]([CH3:28])([CH3:27])[CH2:3][CH2:4][O:5][CH2:6][N:7]1[C:11]2[N:12]=[CH:13][N:14]=[C:15]([C:16]3[CH:17]=[N:18][N:19]([CH:21]([CH2:25][CH3:26])[CH2:22][CH:23]=O)[CH:20]=3)[C:10]=2[CH:9]=[CH:8]1.C(Cl)Cl.C1(P(C2C=CC=CC=2)C2C=CC=CC=2)C=CC=CC=1.[C:51](Br)(Br)([Br:53])[Br:52]. The catalyst is O. The product is [Br:52][C:51]([Br:53])=[CH:23][CH2:22][CH:21]([N:19]1[CH:20]=[C:16]([C:15]2[C:10]3[CH:9]=[CH:8][N:7]([CH2:6][O:5][CH2:4][CH2:3][Si:2]([CH3:28])([CH3:1])[CH3:27])[C:11]=3[N:12]=[CH:13][N:14]=2)[CH:17]=[N:18]1)[CH2:25][CH3:26]. The yield is 0.100.